Dataset: Reaction yield outcomes from USPTO patents with 853,638 reactions. Task: Predict the reaction yield, written as a fraction of the theoretical maximum amount of product (1.0 means a 100% yield; for example, 0.34 means a 34% yield). (1) The reactants are [Br:1][C:2]1[CH:3]=[C:4]([CH:9]2[CH2:13][C:12]([C:18]3[CH:23]=[C:22]([Cl:24])[CH:21]=[C:20]([Cl:25])[CH:19]=3)([C:14]([F:17])([F:16])[F:15])[CH:11]=[N:10]2)[CH:5]=[CH:6][C:7]=1[F:8].CC([O-])(C)C.[K+].O. The catalyst is C1COCC1. The product is [Br:1][C:2]1[CH:3]=[C:4]([C:9]2[CH2:13][C:12]([C:18]3[CH:19]=[C:20]([Cl:25])[CH:21]=[C:22]([Cl:24])[CH:23]=3)([C:14]([F:17])([F:16])[F:15])[CH2:11][N:10]=2)[CH:5]=[CH:6][C:7]=1[F:8]. The yield is 1.00. (2) The reactants are [OH-].[Na+].[C:3]([O:7][C:8]([NH:10][C:11]1[CH:16]=[CH:15][C:14]([CH2:17][CH2:18][O:19]S(C2C=CC(C)=CC=2)(=O)=O)=[CH:13][CH:12]=1)=[O:9])([CH3:6])([CH3:5])[CH3:4].C([O:32][C:33](=[O:47])[C:34]([O:44][CH2:45][CH3:46])([CH3:43])[CH2:35][C:36]1[CH:41]=[CH:40][C:39](O)=[CH:38][CH:37]=1)C.O. The catalyst is CS(C)=O.O1CCCC1. The product is [C:3]([O:7][C:8]([NH:10][C:11]1[CH:12]=[CH:13][C:14]([CH2:17][CH2:18][O:19][C:39]2[CH:38]=[CH:37][C:36]([CH2:35][C:34]([O:44][CH2:45][CH3:46])([CH3:43])[C:33]([OH:47])=[O:32])=[CH:41][CH:40]=2)=[CH:15][CH:16]=1)=[O:9])([CH3:4])([CH3:5])[CH3:6]. The yield is 0.171. (3) The reactants are Cl[CH2:2][C:3]([NH:5][CH2:6][C:7]#[C:8][C:9]1[CH:10]=[C:11]2[C:16](=[CH:17][CH:18]=1)[N:15]=[CH:14][N:13]=[C:12]2[NH:19][C:20]1[CH:25]=[CH:24][C:23]([O:26][C:27]2[CH:28]=[N:29][CH:30]=[CH:31][CH:32]=2)=[C:22]([CH3:33])[CH:21]=1)=[O:4].[CH3:34][NH:35][CH3:36].C1COCC1. The catalyst is CO. The product is [CH3:34][N:35]([CH3:36])[CH2:2][C:3]([NH:5][CH2:6][C:7]#[C:8][C:9]1[CH:10]=[C:11]2[C:16](=[CH:17][CH:18]=1)[N:15]=[CH:14][N:13]=[C:12]2[NH:19][C:20]1[CH:25]=[CH:24][C:23]([O:26][C:27]2[CH:28]=[N:29][CH:30]=[CH:31][CH:32]=2)=[C:22]([CH3:33])[CH:21]=1)=[O:4]. The yield is 0.990. (4) The reactants are [NH2:1][C:2]1[CH:7]=[CH:6][CH:5]=[CH:4][C:3]=1[C:8]1[NH:9][C:10]2[C:15]([CH:16]=1)=[CH:14][CH:13]=[CH:12][CH:11]=2.[OH:17][C:18]1[CH:19]=[C:20]([CH:26]=[CH:27][C:28]=1[OH:29])[CH2:21][CH2:22][C:23](O)=[O:24]. No catalyst specified. The product is [OH:17][C:18]1[CH:19]=[C:20]([CH2:21][CH2:22][C:23]([NH:1][C:2]2[CH:7]=[CH:6][CH:5]=[CH:4][C:3]=2[C:8]2[NH:9][C:10]3[C:15]([CH:16]=2)=[CH:14][CH:13]=[CH:12][CH:11]=3)=[O:24])[CH:26]=[CH:27][C:28]=1[OH:29]. The yield is 0.190. (5) The reactants are [CH3:1][C:2]1[CH:7]=[CH:6][C:5]([C:8]#[C:9][C:10]([NH2:12])=[O:11])=[CH:4][CH:3]=1.[CH3:13][CH2:14][CH2:15][CH2:16][SnH:17]([CH2:22][CH2:23][CH2:24][CH3:25])[CH2:18][CH2:19][CH2:20][CH3:21]. The catalyst is C1C=CC([P]([Pd]([P](C2C=CC=CC=2)(C2C=CC=CC=2)C2C=CC=CC=2)([P](C2C=CC=CC=2)(C2C=CC=CC=2)C2C=CC=CC=2)[P](C2C=CC=CC=2)(C2C=CC=CC=2)C2C=CC=CC=2)(C2C=CC=CC=2)C2C=CC=CC=2)=CC=1. The product is [CH3:1][C:2]1[CH:3]=[CH:4][C:5](/[CH:8]=[C:9](/[Sn:17]([CH2:18][CH2:19][CH2:20][CH3:21])([CH2:22][CH2:23][CH2:24][CH3:25])[CH2:16][CH2:15][CH2:14][CH3:13])\[C:10]([NH2:12])=[O:11])=[CH:6][CH:7]=1. The yield is 0.670. (6) The reactants are [H-].[Na+].[C:3]([C:7]1[CH:12]=[CH:11][C:10]([C:13]2[S:14][CH:15]=[C:16]([C:19]([O:21][CH2:22][CH3:23])=[O:20])[C:17]=2[OH:18])=[CH:9][CH:8]=1)([CH3:6])([CH3:5])[CH3:4].[CH3:24][O:25][CH2:26]Cl.[Cl-].[NH4+]. The catalyst is CN(C)C=O. The product is [C:3]([C:7]1[CH:8]=[CH:9][C:10]([C:13]2[S:14][CH:15]=[C:16]([C:19]([O:21][CH2:22][CH3:23])=[O:20])[C:17]=2[O:18][CH2:24][O:25][CH3:26])=[CH:11][CH:12]=1)([CH3:6])([CH3:4])[CH3:5]. The yield is 0.910. (7) The catalyst is O. The yield is 0.380. The product is [C:1]([C:3]1[C:4]([CH:15]2[CH2:16][CH2:17][CH2:18]2)=[CH:5][C:6]([CH2:13][CH3:14])=[C:7]([CH:12]=1)[C:8]([O:10][CH3:11])=[O:9])(=[S:25])[NH2:2]. The reactants are [C:1]([C:3]1[C:4]([CH:15]2[CH2:18][CH2:17][CH2:16]2)=[CH:5][C:6]([CH2:13][CH3:14])=[C:7]([CH:12]=1)[C:8]([O:10][CH3:11])=[O:9])#[N:2].O1CCCC1.P(OCC)(OCC)([S-])=[S:25]. (8) The reactants are [CH3:1][O:2][C:3]1[CH:10]=[CH:9][C:6]([CH:7]=[O:8])=[CH:5][CH:4]=1.[C-]#N.[Na+]. The catalyst is CCO.O. The product is [OH:8][CH:7]([C:6]1[CH:9]=[CH:10][C:3]([O:2][CH3:1])=[CH:4][CH:5]=1)[C:7]([C:6]1[CH:9]=[CH:10][C:3]([O:2][CH3:1])=[CH:4][CH:5]=1)=[O:8]. The yield is 0.650. (9) The product is [CH3:1][O:2][C:3]1[CH:8]=[CH:7][C:6]([CH2:9][CH2:10][CH2:11][N:17]=[N+:18]=[N-:19])=[CH:5][CH:4]=1. No catalyst specified. The reactants are [CH3:1][O:2][C:3]1[CH:8]=[CH:7][C:6]([CH2:9][CH2:10][CH2:11]OS(C)(=O)=O)=[CH:5][CH:4]=1.[N-:17]=[N+:18]=[N-:19].[Na+]. The yield is 0.750.